Task: Predict the reaction yield, written as a fraction of the theoretical maximum amount of product (1.0 means a 100% yield; for example, 0.34 means a 34% yield).. Dataset: Reaction yield outcomes from USPTO patents with 853,638 reactions (1) The reactants are Br[C:2]1[CH:7]=[CH:6][C:5]([Br:8])=[CH:4][N:3]=1.O.[NH2:10][NH2:11].CC(O)CC. The catalyst is O. The product is [Br:8][C:5]1[CH:6]=[CH:7][C:2]([NH:10][NH2:11])=[N:3][CH:4]=1. The yield is 0.870. (2) The catalyst is CC([O-])=O.CC([O-])=O.[Pd+2].O1CCOCC1.O. The yield is 0.850. The product is [CH3:56][O:55][CH2:54][C:51]1[CH:50]=[C:47]([C:48]#[N:49])[C:46]([C:1]2[CH:6]=[CH:5][CH:4]=[CH:3][CH:2]=2)=[CH:53][CH:52]=1. The reactants are [C:1]1(B(O)O)[CH:6]=[CH:5][CH:4]=[CH:3][CH:2]=1.C(=O)([O-])[O-].[Cs+].[Cs+].C1(P(C2CCCCC2)C2C=CC=CC=2C2C(OC)=CC=CC=2OC)CCCCC1.Br[C:46]1[CH:53]=[CH:52][C:51]([CH2:54][O:55][CH3:56])=[CH:50][C:47]=1[C:48]#[N:49]. (3) The catalyst is C1COCC1. The product is [O:26]=[C:27]1[NH:35][C:30]2=[N:31][CH:32]=[CH:33][CH:34]=[C:29]2[N:28]1[CH:36]1[CH2:37][CH2:38][N:39]([C:42]([O:23][C@H:20]2[C:12]3=[N:13][CH:14]=[C:15]([N:17]([CH3:19])[CH3:18])[CH:16]=[C:11]3[CH2:10][C@H:9]([C:3]3[CH:4]=[CH:5][CH:6]=[C:7]([F:8])[C:2]=3[F:1])[CH2:22][CH2:21]2)=[O:43])[CH2:40][CH2:41]1. The reactants are [F:1][C:2]1[C:7]([F:8])=[CH:6][CH:5]=[CH:4][C:3]=1[C@@H:9]1[CH2:22][CH2:21][C@@H:20]([OH:23])[C:12]2=[N:13][CH:14]=[C:15]([N:17]([CH3:19])[CH3:18])[CH:16]=[C:11]2[CH2:10]1.[H-].[Na+].[O:26]=[C:27]1[NH:35][C:30]2=[N:31][CH:32]=[CH:33][CH:34]=[C:29]2[N:28]1[CH:36]1[CH2:41][CH2:40][N:39]([C:42](OC2C=CC([N+]([O-])=O)=CC=2)=[O:43])[CH2:38][CH2:37]1. The yield is 0.360. (4) The yield is 0.870. The reactants are [Cl:1][C:2]1[C:3]([N:8]2[CH2:13][CH2:12][N:11]([CH3:14])[CH2:10][CH2:9]2)=[N:4][CH:5]=[CH:6][N:7]=1.[OH:15][CH2:16][CH:17]1[O:22][C:21]2[CH:23]=[CH:24][CH:25]=[CH:26][C:20]=2[O:19][CH2:18]1. No catalyst specified. The product is [ClH:1].[ClH:1].[CH3:14][N:11]1[CH2:12][CH2:13][N:8]([C:3]2[C:2]([O:15][CH2:16][CH:17]3[O:22][C:21]4[CH:23]=[CH:24][CH:25]=[CH:26][C:20]=4[O:19][CH2:18]3)=[N:7][CH:6]=[CH:5][N:4]=2)[CH2:9][CH2:10]1.